Dataset: Forward reaction prediction with 1.9M reactions from USPTO patents (1976-2016). Task: Predict the product of the given reaction. (1) Given the reactants O=C[C@@H]([C@H]([C@H]([C@@H](CO)O)O)O)O.O=C[C@H]([C@H]([C@@H]([C@@H](CO)O)O)O)O.C(O)C1OC(O)C(O)C(O)C1O.[C:37]([NH:40][C@@H:41]1[C@@H:47]([OH:48])[C@H:46]([OH:49])[C@@H:45]([CH2:50][OH:51])[O:44][CH:42]1[OH:43])(=[O:39])[CH3:38].C(N[C@@H]1[C@@H](O)[C@@H](O)[C@@H](CO)OC1O)(=O)C, predict the reaction product. The product is: [CH3:38][C:37]([NH:40][CH:41]1[CH:42]([OH:43])[O:44][CH:45]([CH2:50][OH:51])[CH:46]([OH:49])[CH:47]1[OH:48])=[O:39]. (2) Given the reactants [CH3:1][C:2]1[CH:3]=[C:4]([OH:9])[CH:5]=[C:6]([CH3:8])[CH:7]=1.[CH2:10]([CH:12]1[O:14][CH2:13]1)Cl.[OH-].[K+], predict the reaction product. The product is: [CH3:1][C:2]1[CH:3]=[C:4]([CH:5]=[C:6]([CH3:8])[CH:7]=1)[O:9][CH2:10][CH:12]1[CH2:13][O:14]1. (3) Given the reactants [Cl:1][C:2]1[N:10]=[C:9](Cl)[CH:8]=[CH:7][C:3]=1[C:4]([OH:6])=[O:5].[CH3:12][C:13](C)([O-:15])C.[K+], predict the reaction product. The product is: [Cl:1][C:2]1[N:10]=[C:9]([O:15][CH2:13][CH3:12])[CH:8]=[CH:7][C:3]=1[C:4]([OH:6])=[O:5]. (4) Given the reactants [Cl:1][C:2]1[CH:7]=[CH:6][C:5](I)=[CH:4][CH:3]=1.[C:9]([NH:16][CH2:17][C:18]#[CH:19])([O:11][C:12]([CH3:15])([CH3:14])[CH3:13])=[O:10].C(N(CC)C(C)C)(C)C, predict the reaction product. The product is: [C:12]([O:11][C:9](=[O:10])[NH:16][CH2:17][C:18]#[C:19][C:5]1[CH:6]=[CH:7][C:2]([Cl:1])=[CH:3][CH:4]=1)([CH3:15])([CH3:14])[CH3:13]. (5) Given the reactants [OH-].[Na+].[CH2:3]([O:5][CH2:6][C:7]1[N:8]([CH2:20][C:21]([CH3:28])([CH3:27])[C:22]([O:24]CC)=[O:23])[C:9]2[C:18]3[CH:17]=[CH:16][CH:15]=[CH:14][C:13]=3[N:12]=[CH:11][C:10]=2[N:19]=1)[CH3:4].C(O)C, predict the reaction product. The product is: [CH2:3]([O:5][CH2:6][C:7]1[N:8]([CH2:20][C:21]([CH3:27])([CH3:28])[C:22]([OH:24])=[O:23])[C:9]2[C:18]3[CH:17]=[CH:16][CH:15]=[CH:14][C:13]=3[N:12]=[CH:11][C:10]=2[N:19]=1)[CH3:4]. (6) Given the reactants [CH3:1][O:2][C:3]1[CH:19]=[CH:18][CH:17]=[CH:16][C:4]=1[O:5][CH2:6][CH:7]([OH:15])[CH2:8][N:9]1[CH2:14][CH2:13][NH:12][CH2:11][CH2:10]1.[CH3:20][C:21]1[CH:26]=[CH:25][CH:24]=[C:23]([CH3:27])[C:22]=1[NH:28][C:29](=[O:37])[CH2:30]N1CCNCC1, predict the reaction product. The product is: [CH3:20][C:21]1[C:22]([NH:28][C:29]([CH2:30][N:12]2[CH2:13][CH2:14][N:9]([CH2:8][CH:7]([OH:15])[CH2:6][O:5][C:4]3[CH:16]=[CH:17][CH:18]=[CH:19][C:3]=3[O:2][CH3:1])[CH2:10][CH2:11]2)=[O:37])=[C:23]([CH3:27])[CH:24]=[CH:25][CH:26]=1. (7) The product is: [F:1][C:2]1[CH:7]=[CH:6][C:5]([C:8](=[NH:12])[NH:9][OH:10])=[CH:4][CH:3]=1. Given the reactants [F:1][C:2]1[CH:7]=[CH:6][C:5]([C:8]2[N:12]=C(C(=O)C)[O:10][N:9]=2)=[CH:4][CH:3]=1.FC1C=CC(C#N)=CC=1.Cl.NO, predict the reaction product. (8) Given the reactants [NH:1]1[CH2:5][CH2:4][C@H:3]([N:6]([CH2:15][C:16]2[CH:21]=[CH:20][CH:19]=[CH:18][C:17]=2[C:22]([F:25])([F:24])[F:23])[C:7]2[CH:14]=[CH:13][C:10]([C:11]#[N:12])=[CH:9][CH:8]=2)[CH2:2]1.[CH3:26][C:27](C)(O)[C:28]#N, predict the reaction product. The product is: [CH3:26][CH:27]([N:1]1[CH2:5][CH2:4][C@H:3]([N:6]([CH2:15][C:16]2[CH:21]=[CH:20][CH:19]=[CH:18][C:17]=2[C:22]([F:24])([F:23])[F:25])[C:7]2[CH:8]=[CH:9][C:10]([C:11]#[N:12])=[CH:13][CH:14]=2)[CH2:2]1)[CH3:28].